This data is from Reaction yield outcomes from USPTO patents with 853,638 reactions. The task is: Predict the reaction yield, written as a fraction of the theoretical maximum amount of product (1.0 means a 100% yield; for example, 0.34 means a 34% yield). (1) The reactants are [CH3:1][C:2]1([CH3:21])[CH:6]([C:7]2[CH:12]=[CH:11][CH:10]=[CH:9][CH:8]=2)[C:5]2[C:13]([CH3:20])=[C:14]([NH2:19])[C:15]([CH3:18])=[C:16]([CH3:17])[C:4]=2[O:3]1.[CH3:22][O:23][C:24]1[CH:32]=[CH:31][C:27]([C:28](Cl)=[O:29])=[CH:26][CH:25]=1.C(N(CC)CC)C. The catalyst is C(Cl)(Cl)Cl. The product is [CH3:22][O:23][C:24]1[CH:32]=[CH:31][C:27]([C:28]([NH:19][C:14]2[C:15]([CH3:18])=[C:16]([CH3:17])[C:4]3[O:3][C:2]([CH3:21])([CH3:1])[CH:6]([C:7]4[CH:8]=[CH:9][CH:10]=[CH:11][CH:12]=4)[C:5]=3[C:13]=2[CH3:20])=[O:29])=[CH:26][CH:25]=1. The yield is 0.720. (2) The reactants are C([N:11]1[CH2:18][CH2:17][CH2:16][C@@:12]1([C:19]([NH:21][C:22]1[CH:27]=[CH:26][CH:25]=[C:24]([OH:28])[CH:23]=1)=[O:20])[C:13]([OH:15])=[O:14])(OCC1C=CC=CC=1)=O.[BrH:29]. The catalyst is CC(O)=O. The product is [BrH:29].[OH:28][C:24]1[CH:23]=[C:22]([NH:21][C:19]([C@@:12]2([C:13]([OH:15])=[O:14])[CH2:16][CH2:17][CH2:18][NH:11]2)=[O:20])[CH:27]=[CH:26][CH:25]=1. The yield is 0.700.